Task: Predict which catalyst facilitates the given reaction.. Dataset: Catalyst prediction with 721,799 reactions and 888 catalyst types from USPTO (1) Reactant: [N:1]([CH2:4][CH2:5][O:6][C:7]1[CH:12]=[CH:11][C:10]([CH2:13][CH:14]([CH2:20][CH2:21][O:22][C:23]2[CH:28]=[CH:27][CH:26]=[CH:25][CH:24]=2)[C:15]([O:17][CH2:18][CH3:19])=[O:16])=[CH:9][CH:8]=1)=[N+]=[N-]. Product: [NH2:1][CH2:4][CH2:5][O:6][C:7]1[CH:8]=[CH:9][C:10]([CH2:13][CH:14]([CH2:20][CH2:21][O:22][C:23]2[CH:24]=[CH:25][CH:26]=[CH:27][CH:28]=2)[C:15]([O:17][CH2:18][CH3:19])=[O:16])=[CH:11][CH:12]=1. The catalyst class is: 45. (2) Reactant: [CH3:1][NH:2][C:3]1[CH:8]=[CH:7][CH:6]=[CH:5][C:4]=1[NH2:9].[CH3:10][NH:11][C:12]1[CH:20]=[CH:19][C:15]([C:16](O)=O)=[CH:14][CH:13]=1.[OH-].[Na+]. Product: [CH3:10][NH:11][C:12]1[CH:20]=[CH:19][C:15]([C:16]2[N:2]([CH3:1])[C:3]3[CH:8]=[CH:7][CH:6]=[CH:5][C:4]=3[N:9]=2)=[CH:14][CH:13]=1. The catalyst class is: 6. (3) Reactant: [OH:1][C:2]1[CH:11]=[C:10](O)[C:9]([CH:13]([CH3:15])[CH3:14])=[CH:8][C:3]=1[C:4]([O:6][CH3:7])=[O:5].[C:16](=O)([O-])[O-].[K+].[K+].S([O:27][CH3:28])(OC)(=O)=O. Product: [CH:13]([C:9]1[C:10]([O:27][CH3:28])=[CH:11][C:2]([O:1][CH3:16])=[C:3]([CH:8]=1)[C:4]([O:6][CH3:7])=[O:5])([CH3:15])[CH3:14]. The catalyst class is: 10.